Dataset: Full USPTO retrosynthesis dataset with 1.9M reactions from patents (1976-2016). Task: Predict the reactants needed to synthesize the given product. (1) Given the product [OH:8][N:9]1[C:15](=[O:16])[N:14]2[CH2:17][C@H:10]1[CH2:11][CH2:12][C@H:13]2[C:18]([NH:20][C:21]1[CH:26]=[CH:25][N:24]=[CH:23][CH:22]=1)=[O:19], predict the reactants needed to synthesize it. The reactants are: C([O:8][N:9]1[C:15](=[O:16])[N:14]2[CH2:17][C@H:10]1[CH2:11][CH2:12][C@H:13]2[C:18]([NH:20][C:21]1[CH:26]=[CH:25][N:24]=[CH:23][CH:22]=1)=[O:19])C1C=CC=CC=1. (2) The reactants are: CS(O[CH2:6][C:7]1[O:11][N:10]=[C:9]([CH3:12])[C:8]=1[C:13]1[C:14]([C:19](=[O:27])[C:20]2[CH:25]=[CH:24][C:23]([Cl:26])=[CH:22][CH:21]=2)=[N:15][N:16]([CH3:18])[CH:17]=1)(=O)=O.[N-:28]=[N+:29]=[N-:30].[Na+]. Given the product [N:28]([CH2:6][C:7]1[O:11][N:10]=[C:9]([CH3:12])[C:8]=1[C:13]1[C:14]([C:19]([C:20]2[CH:25]=[CH:24][C:23]([Cl:26])=[CH:22][CH:21]=2)=[O:27])=[N:15][N:16]([CH3:18])[CH:17]=1)=[N+:29]=[N-:30], predict the reactants needed to synthesize it. (3) Given the product [Br:1][C:2]1[CH:8]=[C:7]([Cl:9])[CH:6]=[CH:5][C:3]=1[NH:4][C:20](=[O:21])[O:22][C:23]([CH3:26])([CH3:25])[CH3:24], predict the reactants needed to synthesize it. The reactants are: [Br:1][C:2]1[CH:8]=[C:7]([Cl:9])[CH:6]=[CH:5][C:3]=1[NH2:4].C[Si]([N-][Si](C)(C)C)(C)C.[Na+].[C:20](O[C:20]([O:22][C:23]([CH3:26])([CH3:25])[CH3:24])=[O:21])([O:22][C:23]([CH3:26])([CH3:25])[CH3:24])=[O:21]. (4) Given the product [OH:1][C:2]1[CH:3]=[C:4]([CH:8]=[C:9]([OH:11])[CH:10]=1)[C:5]([O:7][CH3:16])=[O:6], predict the reactants needed to synthesize it. The reactants are: [OH:1][C:2]1[CH:3]=[C:4]([CH:8]=[C:9]([OH:11])[CH:10]=1)[C:5]([OH:7])=[O:6].S(Cl)(Cl)=O.[CH3:16]O. (5) Given the product [CH2:10]([O:12][C:13](=[O:16])[CH2:14][O:9][C:5]1[CH:6]=[CH:7][CH:8]=[C:3]([O:2][CH3:1])[CH:4]=1)[CH3:11], predict the reactants needed to synthesize it. The reactants are: [CH3:1][O:2][C:3]1[CH:4]=[C:5]([OH:9])[CH:6]=[CH:7][CH:8]=1.[CH2:10]([O:12][C:13](=[O:16])[CH2:14]Cl)[CH3:11].C([O-])([O-])=O.[K+].[K+].